This data is from Forward reaction prediction with 1.9M reactions from USPTO patents (1976-2016). The task is: Predict the product of the given reaction. (1) Given the reactants [Br:1]Br.CC(N)(C)C.[OH:8][C:9]1[C:10]([CH3:19])=[C:11]([CH:16]=[CH:17][CH:18]=1)[C:12]([O:14][CH3:15])=[O:13].O, predict the reaction product. The product is: [Br:1][C:18]1[CH:17]=[CH:16][C:11]([C:12]([O:14][CH3:15])=[O:13])=[C:10]([CH3:19])[C:9]=1[OH:8]. (2) Given the reactants [CH3:1][C@@H:2]1[NH:7][CH2:6][CH2:5][N:4]([C:8]2[NH:12][C:11]3[C:13]([C:21]4[CH:26]=[C:25]([F:27])[C:24]([F:28])=[C:23]([F:29])[CH:22]=4)=[CH:14][C:15]([C:17]([F:20])([F:19])[F:18])=[CH:16][C:10]=3[N:9]=2)[CH2:3]1.[Br:30][C:31]1[C:32](Cl)=[N:33][CH:34]=[CH:35][CH:36]=1, predict the reaction product. The product is: [Br:30][C:31]1[C:32]([N:7]2[CH2:6][CH2:5][N:4]([C:8]3[NH:12][C:11]4[C:13]([C:21]5[CH:26]=[C:25]([F:27])[C:24]([F:28])=[C:23]([F:29])[CH:22]=5)=[CH:14][C:15]([C:17]([F:18])([F:19])[F:20])=[CH:16][C:10]=4[N:9]=3)[CH2:3][C@@H:2]2[CH3:1])=[N:33][CH:34]=[CH:35][CH:36]=1. (3) Given the reactants [CH2:1]1[C:9]2[C:4](=[CH:5][CH:6]=[CH:7][CH:8]=2)[CH2:3][C:2]1=O.[CH:11]1[C:20]2[C:15](=[CH:16][CH:17]=[CH:18][CH:19]=2)[CH:14]=[CH:13][C:12]=1[N:21]1[CH2:28][C@H:27]2[NH:29][CH2:30][C@@H:22]1[CH2:23][CH:24]=[CH:25][CH2:26]2.C(O[BH-](OC(=O)C)OC(=O)C)(=O)C.[Na+].[OH-].[Na+], predict the reaction product. The product is: [CH2:1]1[C:9]2[C:4](=[CH:5][CH:6]=[CH:7][CH:8]=2)[CH2:3][CH:2]1[N:29]1[CH2:30][CH:22]2[N:21]([C:12]3[CH:13]=[CH:14][C:15]4[C:20](=[CH:19][CH:18]=[CH:17][CH:16]=4)[CH:11]=3)[CH2:28][CH:27]1[CH2:26][CH:25]=[CH:24][CH2:23]2. (4) Given the reactants Br[C:2]1[CH:12]=[CH:11][C:5]2[CH2:6][S:7](=[O:10])(=[O:9])[CH2:8][C:4]=2[CH:3]=1.B1(B2OC(C)(C)C(C)(C)O2)OC(C)(C)C(C)(C)O1.CC([O-])=O.[K+].C([O-])([O-])=O.[K+].[K+].[NH2:42][C:43]1[C:48]2[CH:49]=[C:50](Br)[S:51][C:47]=2[C:46]([C:53]([NH2:55])=[O:54])=[CH:45][N:44]=1, predict the reaction product. The product is: [NH2:42][C:43]1[C:48]2[CH:49]=[C:50]([C:2]3[CH:12]=[CH:11][CH:5]4[CH2:6][S:7](=[O:10])(=[O:9])[CH2:8][CH:4]4[CH:3]=3)[S:51][C:47]=2[C:46]([C:53]([NH2:55])=[O:54])=[CH:45][N:44]=1. (5) Given the reactants [CH2:1]([O:8][C:9]1[CH:26]=[C:25]([N+:27]([O-:29])=[O:28])[CH:24]=[CH:23][C:10]=1[C:11]([NH:13][C@@H:14]([C@H:20]([OH:22])[CH3:21])[C:15]([NH:17][CH2:18][CH3:19])=[O:16])=O)[C:2]1[CH:7]=[CH:6][CH:5]=[CH:4][CH:3]=1.O=S(Cl)Cl.C(=O)([O-])[O-].[Na+].[Na+], predict the reaction product. The product is: [CH2:1]([O:8][C:9]1[CH:26]=[C:25]([N+:27]([O-:29])=[O:28])[CH:24]=[CH:23][C:10]=1[C:11]1[O:22][C@@H:20]([CH3:21])[C@@H:14]([C:15]([NH:17][CH2:18][CH3:19])=[O:16])[N:13]=1)[C:2]1[CH:3]=[CH:4][CH:5]=[CH:6][CH:7]=1. (6) Given the reactants [C:1]([O:5][C:6]([C:8]1[C:9]([CH3:44])=[C:10]2[C:14](=[CH:15][CH:16]=1)[C@@H:13]([NH:17][C:18]([C:20]1[N:25]3[N:26]=[CH:27][C:28]([C:29](O)=[O:30])=[C:24]3[N:23]=[C:22]([C:32](=[O:43])[NH:33][CH2:34][C:35]3[CH:40]=[CH:39][C:38]([F:41])=[C:37]([F:42])[CH:36]=3)[CH:21]=1)=[O:19])[CH2:12][CH2:11]2)=[O:7])([CH3:4])([CH3:3])[CH3:2].[CH3:45][N:46](C=O)C.C(Cl)(=O)C(Cl)=O, predict the reaction product. The product is: [C:1]([O:5][C:6]([C:8]1[C:9]([CH3:44])=[C:10]2[C:14](=[CH:15][CH:16]=1)[C@@H:13]([NH:17][C:18]([C:20]1[N:25]3[N:26]=[CH:27][C:28]([C:29](=[O:30])[NH:46][CH3:45])=[C:24]3[N:23]=[C:22]([C:32](=[O:43])[NH:33][CH2:34][C:35]3[CH:40]=[CH:39][C:38]([F:41])=[C:37]([F:42])[CH:36]=3)[CH:21]=1)=[O:19])[CH2:12][CH2:11]2)=[O:7])([CH3:2])([CH3:3])[CH3:4]. (7) Given the reactants [C:1]([O:5][C@@H:6]([C:11]1[C:26]([CH3:27])=[CH:25][C:14]2[N:15]=[C:16]([C:18]3[CH:23]=[CH:22][N:21]=[C:20](Cl)[N:19]=3)[S:17][C:13]=2[C:12]=1[C:28]1[CH:33]=[CH:32][C:31]([Cl:34])=[CH:30][CH:29]=1)[C:7]([O:9][CH3:10])=[O:8])([CH3:4])([CH3:3])[CH3:2].[CH3:35][CH2:36][CH2:37][N:38]1[CH2:43][CH2:42][NH:41][CH2:40][CH2:39]1.O1CCO[CH2:46][CH2:45]1, predict the reaction product. The product is: [C:1]([O:5][C@@H:6]([C:11]1[C:26]([CH3:27])=[CH:25][C:14]2[N:15]=[C:16]([C:18]3[CH:23]=[CH:22][N:21]=[C:20]([N:41]4[CH2:42][CH2:43][N:38]([CH:37]([CH2:45][CH3:46])[CH2:36][CH3:35])[CH2:39][CH2:40]4)[N:19]=3)[S:17][C:13]=2[C:12]=1[C:28]1[CH:33]=[CH:32][C:31]([Cl:34])=[CH:30][CH:29]=1)[C:7]([O:9][CH3:10])=[O:8])([CH3:3])([CH3:4])[CH3:2]. (8) Given the reactants [Cl:1][C:2]1[C:3]([CH3:16])=[C:4]([C:8]([OH:15])=[C:9]([C:11]([CH3:14])([CH3:13])[CH3:12])[CH:10]=1)[C:5]([OH:7])=O.[C:17]([C:19]1[CH:20]=[C:21]([CH:23]=[CH:24][C:25]=1[S:26]([C:29]([F:32])([F:31])[F:30])(=[O:28])=[O:27])[NH2:22])#[N:18], predict the reaction product. The product is: [C:11]([C:9]1[C:8]([OH:15])=[C:4]([C:3]([CH3:16])=[C:2]([Cl:1])[CH:10]=1)[C:5]([NH:22][C:21]1[CH:23]=[CH:24][C:25]([S:26]([C:29]([F:32])([F:30])[F:31])(=[O:28])=[O:27])=[C:19]([C:17]#[N:18])[CH:20]=1)=[O:7])([CH3:14])([CH3:13])[CH3:12]. (9) Given the reactants [C:1]([C:5]1[CH:12]=[CH:11][C:8]([CH2:9]Br)=[CH:7][CH:6]=1)([CH3:4])([CH3:3])[CH3:2].C(=O)([O-])[O-].[K+].[K+].[CH2:19]([O:21][C:22](=[O:51])[CH2:23][C:24]1([CH2:27][CH2:28][CH:29](/[CH:42]=[CH:43]/[C:44]2[CH:49]=[CH:48][CH:47]=[CH:46][C:45]=2[OH:50])[CH2:30][CH2:31][C:32]2[CH:41]=[CH:40][C:35]([C:36]([O:38][CH3:39])=[O:37])=[CH:34][CH:33]=2)[CH2:26][CH2:25]1)[CH3:20], predict the reaction product. The product is: [C:1]([C:5]1[CH:12]=[CH:11][C:8]([CH2:9][O:50][C:45]2[CH:46]=[CH:47][CH:48]=[CH:49][C:44]=2/[CH:43]=[CH:42]/[CH:29]([CH2:28][CH2:27][C:24]2([CH2:23][C:22]([O:21][CH2:19][CH3:20])=[O:51])[CH2:25][CH2:26]2)[CH2:30][CH2:31][C:32]2[CH:33]=[CH:34][C:35]([C:36]([O:38][CH3:39])=[O:37])=[CH:40][CH:41]=2)=[CH:7][CH:6]=1)([CH3:4])([CH3:3])[CH3:2].